From a dataset of Reaction yield outcomes from USPTO patents with 853,638 reactions. Predict the reaction yield, written as a fraction of the theoretical maximum amount of product (1.0 means a 100% yield; for example, 0.34 means a 34% yield). (1) The reactants are [CH2:1]([O:3][CH:4]1[CH2:13][CH2:12][C:11]2[C:6](=[CH:7][C:8]([OH:14])=[CH:9][CH:10]=2)[O:5]1)[CH3:2].S(OC)(O[CH3:19])(=O)=O.[OH-].[Na+].O. The catalyst is CO. The product is [CH2:1]([O:3][CH:4]1[CH2:13][CH2:12][C:11]2[C:6](=[CH:7][C:8]([O:14][CH3:19])=[CH:9][CH:10]=2)[O:5]1)[CH3:2]. The yield is 0.940. (2) The reactants are [CH3:1][O:2][C:3]1[C:12]([NH:13][C:14](=[O:18])OCC)=[N:11][C:10]2[C:5](=[CH:6][CH:7]=[C:8]([CH3:19])[CH:9]=2)[N:4]=1.[CH3:20][C:21]1[CH:26]=[CH:25][CH:24]=[CH:23][C:22]=1[N:27]1[CH2:32][CH2:31][NH:30][CH2:29][CH2:28]1. No catalyst specified. The product is [CH3:1][O:2][C:3]1[C:12]([NH:13][C:14]([N:30]2[CH2:31][CH2:32][N:27]([C:22]3[CH:23]=[CH:24][CH:25]=[CH:26][C:21]=3[CH3:20])[CH2:28][CH2:29]2)=[O:18])=[N:11][C:10]2[C:5](=[CH:6][CH:7]=[C:8]([CH3:19])[CH:9]=2)[N:4]=1. The yield is 0.950.